Predict the product of the given reaction. From a dataset of Forward reaction prediction with 1.9M reactions from USPTO patents (1976-2016). (1) Given the reactants [O:1]1[CH2:3][C@@H:2]1[C@@H:4]([NH:12][C:13](=[O:22])[O:14][CH2:15][C:16]1[CH:21]=[CH:20][CH:19]=[CH:18][CH:17]=1)[CH2:5][C:6]1[CH:11]=[CH:10][CH:9]=[CH:8][CH:7]=1.[C@@H:23]1([NH2:33])[C:32]2[C:27](=[CH:28][CH:29]=[CH:30][CH:31]=2)CCC1.[CH2:34]([OH:36])C, predict the reaction product. The product is: [CH2:5]([C@H:4]([NH:12][C:13](=[O:22])[O:14][CH2:15][C:16]1[CH:21]=[CH:20][CH:19]=[CH:18][CH:17]=1)[C@H:2]([OH:1])[CH2:3][NH:33][CH2:23][C:32]1[CH:31]=[CH:30][CH:29]=[C:28]([O:36][CH3:34])[CH:27]=1)[C:6]1[CH:11]=[CH:10][CH:9]=[CH:8][CH:7]=1. (2) Given the reactants [I:1][C:2]1[CH:3]=[C:4]2[C:9](=[CH:10][CH:11]=1)[C:8](=O)[CH2:7][CH2:6][CH2:5]2.C1CCCCC1.[CH3:19][O:20][CH2:21][C@@H:22]1[CH2:26][CH2:25][CH2:24][N:23]1[NH2:27].C(=O)(O)[O-].[Na+], predict the reaction product. The product is: [I:1][C:2]1[CH:3]=[C:4]2[C:9](=[CH:10][CH:11]=1)[C:8](=[N:27][N:23]1[CH2:24][CH2:25][CH2:26][C@H:22]1[CH2:21][O:20][CH3:19])[CH2:7][CH2:6][CH2:5]2. (3) Given the reactants [Cl:1][C:2]1[C:3]2[C@H:4]3[CH2:15][NH:14][CH2:13][CH2:12][C@H:5]3[NH:6][C:7]=2[C:8]([CH3:11])=[CH:9][CH:10]=1.[C:16](O[C:16]([O:18][C:19]([CH3:22])([CH3:21])[CH3:20])=[O:17])([O:18][C:19]([CH3:22])([CH3:21])[CH3:20])=[O:17].[OH-].[Na+], predict the reaction product. The product is: [C:19]([O:18][C:16]([N:14]1[CH2:13][CH2:12][C@H:5]2[NH:6][C:7]3[C:8]([CH3:11])=[CH:9][CH:10]=[C:2]([Cl:1])[C:3]=3[C@H:4]2[CH2:15]1)=[O:17])([CH3:22])([CH3:21])[CH3:20].